From a dataset of Reaction yield outcomes from USPTO patents with 853,638 reactions. Predict the reaction yield, written as a fraction of the theoretical maximum amount of product (1.0 means a 100% yield; for example, 0.34 means a 34% yield). (1) The reactants are [CH3:1][C:2]1[N:3]=[C:4]([NH:7][C:8]2[C:15]([O:16][C:17]3[CH:22]=[CH:21][CH:20]=[CH:19][CH:18]=3)=[CH:14][C:11]([CH:12]=[O:13])=[CH:10][N:9]=2)[S:5][CH:6]=1.[BH4-].[Na+].[NH4+].[Cl-]. The catalyst is CCO. The product is [CH3:1][C:2]1[N:3]=[C:4]([NH:7][C:8]2[N:9]=[CH:10][C:11]([CH2:12][OH:13])=[CH:14][C:15]=2[O:16][C:17]2[CH:22]=[CH:21][CH:20]=[CH:19][CH:18]=2)[S:5][CH:6]=1. The yield is 0.874. (2) The reactants are [Cl:1][C:2]1[CH:15]=[CH:14][C:13]([I:16])=[CH:12][C:3]=1[CH2:4][C:5]1[CH:10]=[CH:9][C:8]([OH:11])=[CH:7][CH:6]=1.C(N(CC)CC)C.[Cl-].[C:25]([SiH:29]([CH3:31])[CH3:30])([CH3:28])([CH3:27])[CH3:26].O. The catalyst is C(Cl)Cl.CN(C)C1C=CN=CC=1. The product is [Cl:1][C:2]1[CH:15]=[CH:14][C:13]([I:16])=[CH:12][C:3]=1[CH2:4][C:5]1[CH:6]=[CH:7][C:8]([O:11][Si:29]([C:25]([CH3:28])([CH3:27])[CH3:26])([CH3:31])[CH3:30])=[CH:9][CH:10]=1. The yield is 0.880.